From a dataset of Experimentally validated miRNA-target interactions with 360,000+ pairs, plus equal number of negative samples. Binary Classification. Given a miRNA mature sequence and a target amino acid sequence, predict their likelihood of interaction. The miRNA is hsa-miR-3165 with sequence AGGUGGAUGCAAUGUGACCUCA. The protein sequence of the target gene is MPCRREEEEEAGEEAEGEEEEDDSFLLLQQSVTLGSSGEVDRLVAQIGETLQLDAAQDSPASPCAPPGVPLRAPGPLAAAVPADKARPPAVPLLLPPASAETVGPAPSGALRCALGDRGRVRGRAAPYCVAEVAAGPSALPGPCRRGWLRDAVTSRRLQQRRWTQAGARAGDDDPHRLLQQLVLSGNLIKEAVRRLQRAVAAVAATGPASAPGPGGGRSGPDRIALQPSGSLL. Result: 0 (no interaction).